This data is from Forward reaction prediction with 1.9M reactions from USPTO patents (1976-2016). The task is: Predict the product of the given reaction. (1) Given the reactants [Br:1][C:2]1[C:3]([CH3:10])=[C:4]([C:7]([OH:9])=O)[S:5][CH:6]=1.S(Cl)(Cl)=O.CN(C=O)C.[NH:20]1[C:28]2[C:23](=[CH:24][CH:25]=[CH:26][CH:27]=2)[C:22](/[CH:29]=[CH:30]/[C:31]2[CH:36]=[CH:35][CH:34]=[CH:33][C:32]=2[NH2:37])=[N:21]1.C(N(CC)CC)C, predict the reaction product. The product is: [NH:20]1[C:28]2[C:23](=[CH:24][CH:25]=[CH:26][CH:27]=2)[C:22](/[CH:29]=[CH:30]/[C:31]2[CH:36]=[CH:35][CH:34]=[CH:33][C:32]=2[NH:37][C:7]([C:4]2[S:5][CH:6]=[C:2]([Br:1])[C:3]=2[CH3:10])=[O:9])=[N:21]1. (2) Given the reactants [C:1]([O:5][C:6]([N:8]1[CH2:11][CH:10]([CH2:12]OS(C)(=O)=O)[CH2:9]1)=[O:7])([CH3:4])([CH3:3])[CH3:2].[NH:18]1[CH2:23][CH2:22][CH2:21][CH2:20][CH2:19]1, predict the reaction product. The product is: [C:1]([O:5][C:6]([N:8]1[CH2:11][CH:10]([CH2:12][N:18]2[CH2:23][CH2:22][CH2:21][CH2:20][CH2:19]2)[CH2:9]1)=[O:7])([CH3:4])([CH3:3])[CH3:2]. (3) Given the reactants [F:1][C:2]1[C:7]([F:8])=[CH:6][CH:5]=[CH:4][C:3]=1[CH2:9][S:10][C:11]1[N:16]=[C:15]([NH:17][S:18]([N:21]2[CH2:24][CH2:23][CH2:22]2)(=[O:20])=[O:19])[CH:14]=[C:13]([O:25][C@@H:26]([C@@H:28]2[CH2:32][O:31]C(C)(C)[O:29]2)[CH3:27])[N:12]=1.C(=O)(O)[O-].[Na+], predict the reaction product. The product is: [F:1][C:2]1[C:7]([F:8])=[CH:6][CH:5]=[CH:4][C:3]=1[CH2:9][S:10][C:11]1[N:16]=[C:15]([NH:17][S:18]([N:21]2[CH2:24][CH2:23][CH2:22]2)(=[O:20])=[O:19])[CH:14]=[C:13]([O:25][C@H:26]([CH3:27])[C@@H:28]([OH:29])[CH2:32][OH:31])[N:12]=1. (4) Given the reactants [CH2:1]([S:3]([N:6]1[C:18]2[CH2:17][CH2:16][CH:15]([CH:19]3[CH2:24][CH2:23][O:22][CH2:21][CH2:20]3)[CH2:14][C:13]=2[C:12]2[C:7]1=[CH:8][CH:9]=[C:10]([C:25]([OH:27])=O)[CH:11]=2)(=[O:5])=[O:4])[CH3:2].[NH:28]1[CH2:32][CH2:31][C@H:30]([OH:33])[CH2:29]1.C(N(C(C)C)C(C)C)C.CN(C(ON1N=NC2C=CC=NC1=2)=[N+](C)C)C.F[P-](F)(F)(F)(F)F, predict the reaction product. The product is: [CH2:1]([S:3]([N:6]1[C:18]2[CH2:17][CH2:16][CH:15]([CH:19]3[CH2:24][CH2:23][O:22][CH2:21][CH2:20]3)[CH2:14][C:13]=2[C:12]2[C:7]1=[CH:8][CH:9]=[C:10]([C:25]([N:28]1[CH2:32][CH2:31][C@H:30]([OH:33])[CH2:29]1)=[O:27])[CH:11]=2)(=[O:4])=[O:5])[CH3:2]. (5) Given the reactants C([O:8][C@@H:9]1[C@@H:14]([O:15]CC2C=CC=CC=2)[C@@H:13]([O:23]CC2C=CC=CC=2)[C@@H:12]([CH2:31][O:32]CC2C=CC=CC=2)[O:11][C@:10]21[C:59]1[C:42](=[CH:43][C:44]3[O:48][N:47]=[C:46]([CH2:49][C:50]4[CH:55]=[CH:54][C:53]([CH2:56][CH3:57])=[CH:52][CH:51]=4)[C:45]=3[CH:58]=1)[CH2:41][O:40]2)C1C=CC=CC=1.CC1C(C)=C(C)C(C)=C(C)C=1.B(Cl)(Cl)Cl.CO, predict the reaction product. The product is: [CH2:56]([C:53]1[CH:54]=[CH:55][C:50]([CH2:49][C:46]2[C:45]3[CH:58]=[C:59]4[C@:10]5([C@H:9]([OH:8])[C@@H:14]([OH:15])[C@H:13]([OH:23])[C@@H:12]([CH2:31][OH:32])[O:11]5)[O:40][CH2:41][C:42]4=[CH:43][C:44]=3[O:48][N:47]=2)=[CH:51][CH:52]=1)[CH3:57]. (6) The product is: [C:22]([O-:30])(=[O:29])[C:23]1[CH:28]=[CH:27][CH:26]=[CH:25][CH:24]=1.[OH:2][CH2:3][CH2:4][N+:5]([CH2:8][O:9][CH:10]1[CH2:21][CH2:20][CH2:19][CH2:18][CH2:17][CH2:16][CH2:15][CH2:14][CH2:13][CH2:12][CH2:11]1)([CH3:7])[CH3:6]. Given the reactants [Cl-].[OH:2][CH2:3][CH2:4][N+:5]([CH2:8][O:9][CH:10]1[CH2:21][CH2:20][CH2:19][CH2:18][CH2:17][CH2:16][CH2:15][CH2:14][CH2:13][CH2:12][CH2:11]1)([CH3:7])[CH3:6].[C:22]([O-:30])(=[O:29])[C:23]1[CH:28]=[CH:27][CH:26]=[CH:25][CH:24]=1.[Na+], predict the reaction product. (7) Given the reactants Br[CH2:2][CH:3]1[O:7][CH2:6][CH2:5][O:4]1.[CH:8]1([C:17]#[N:18])[C:16]2[C:11](=[CH:12][CH:13]=[CH:14][CH:15]=2)[CH2:10][CH2:9]1.[Li+].C[Si]([N-][Si](C)(C)C)(C)C, predict the reaction product. The product is: [O:4]1[CH2:5][CH2:6][O:7][CH:3]1[CH2:2][C:8]1([C:17]#[N:18])[C:16]2[C:11](=[CH:12][CH:13]=[CH:14][CH:15]=2)[CH2:10][CH2:9]1. (8) Given the reactants C1C(=O)N(Cl)C(=O)C1.[F:9][C:10]1[CH:11]=[C:12]([CH:16]=[C:17]([F:19])[CH:18]=1)[CH:13]=[N:14][OH:15].[C:20]([C:22](=[CH2:28])[C:23]([O:25][CH2:26][CH3:27])=[O:24])#[N:21].C([O-])(O)=O.[Na+], predict the reaction product. The product is: [C:20]([C:22]1([C:23]([O:25][CH2:26][CH3:27])=[O:24])[O:15][N:14]=[C:13]([C:12]2[CH:11]=[C:10]([F:9])[CH:18]=[C:17]([F:19])[CH:16]=2)[CH2:28]1)#[N:21]. (9) Given the reactants [I:1][C:2]1[CH:3]=[C:4]([OH:8])[CH:5]=[CH:6][CH:7]=1.[H-].[Na+].[H][H].C1OCCOCCOCCOCCOC1.Br[CH2:29][CH:30]([O:33][CH3:34])[O:31][CH3:32], predict the reaction product. The product is: [CH3:32][O:31][CH:30]([O:33][CH3:34])[CH2:29][O:8][C:4]1[CH:5]=[CH:6][CH:7]=[C:2]([I:1])[CH:3]=1. (10) Given the reactants [OH:1][C@H:2]([CH:7]([CH3:9])[CH3:8])[C:3]([O:5][CH3:6])=[O:4].[Cl:10][C:11]1[CH:16]=[CH:15][C:14](O)=[CH:13][C:12]=1[CH3:18], predict the reaction product. The product is: [Cl:10][C:11]1[CH:16]=[CH:15][C:14]([O:1][C@@H:2]([CH:7]([CH3:9])[CH3:8])[C:3]([O:5][CH3:6])=[O:4])=[CH:13][C:12]=1[CH3:18].